This data is from Full USPTO retrosynthesis dataset with 1.9M reactions from patents (1976-2016). The task is: Predict the reactants needed to synthesize the given product. (1) Given the product [CH3:2][N:3]([CH3:7])[CH2:4][CH2:5][N:15]([C:13]1[CH:12]=[CH:11][CH:10]=[C:9]([CH3:8])[N:14]=1)[S:16]([C:19]1[CH:24]=[CH:23][C:22]([C:25]2[CH:30]=[CH:29][C:28]([C:31]#[N:32])=[CH:27][CH:26]=2)=[CH:21][CH:20]=1)(=[O:17])=[O:18], predict the reactants needed to synthesize it. The reactants are: Cl.[CH3:2][N:3]([CH3:7])[CH2:4][CH2:5]Cl.[CH3:8][C:9]1[N:14]=[C:13]([NH:15][S:16]([C:19]2[CH:24]=[CH:23][C:22]([C:25]3[CH:30]=[CH:29][C:28]([C:31]#[N:32])=[CH:27][CH:26]=3)=[CH:21][CH:20]=2)(=[O:18])=[O:17])[CH:12]=[CH:11][CH:10]=1.C(=O)([O-])[O-].[K+].[K+].Cl. (2) Given the product [F:33][C:34]1[CH:66]=[CH:65][C:37]([C:38]([NH:40][C:41]2[CH:46]=[CH:45][C:44]([C:47]3[CH:55]=[C:54]4[C:50]([CH2:51][N:52]([C@@H:57]([CH:62]([CH3:64])[CH3:63])[C:58]([OH:60])=[O:59])[C:53]4=[O:56])=[CH:49][CH:48]=3)=[CH:43][CH:42]=2)=[O:39])=[C:36]([C:67]([F:70])([F:68])[F:69])[CH:35]=1, predict the reactants needed to synthesize it. The reactants are: C(NC1C=CC(C2C=C3C(CN([C@@H](C(C)C)C(O)=O)C3=O)=CC=2)=CC=1)(=O)C1C=CC=CC=1.[F:33][C:34]1[CH:66]=[CH:65][C:37]([C:38]([NH:40][C:41]2[CH:46]=[CH:45][C:44]([C:47]3[CH:55]=[C:54]4[C:50]([CH2:51][N:52]([C@@H:57]([CH:62]([CH3:64])[CH3:63])[C:58]([O:60]C)=[O:59])[C:53]4=[O:56])=[CH:49][CH:48]=3)=[CH:43][CH:42]=2)=[O:39])=[C:36]([C:67]([F:70])([F:69])[F:68])[CH:35]=1. (3) Given the product [CH3:23][O:22][C:15]1[CH:14]=[C:13]([CH:18]=[CH:17][C:16]=1[N+:19]([O-:21])=[O:20])[O:1][CH2:2][CH2:3][N:4]1[CH2:9][CH2:8][O:7][CH2:6][CH2:5]1, predict the reactants needed to synthesize it. The reactants are: [OH:1][CH2:2][CH2:3][N:4]1[CH2:9][CH2:8][O:7][CH2:6][CH2:5]1.[OH-].[K+].F[C:13]1[CH:18]=[CH:17][C:16]([N+:19]([O-:21])=[O:20])=[C:15]([O:22][CH3:23])[CH:14]=1.